Dataset: Reaction yield outcomes from USPTO patents with 853,638 reactions. Task: Predict the reaction yield, written as a fraction of the theoretical maximum amount of product (1.0 means a 100% yield; for example, 0.34 means a 34% yield). (1) The reactants are [C:1]1([NH:7][C:8]2[CH:13]=[CH:12][CH:11]=[CH:10][C:9]=2[NH2:14])[CH:6]=[CH:5][CH:4]=[CH:3][CH:2]=1.C(N(CC)CC)C.[C:22](Cl)(=O)[C:23]1[CH:28]=[CH:27][CH:26]=[CH:25][CH:24]=1.CCOCC. The catalyst is ClCCl. The product is [C:1]1([N:7]2[C:8]3[CH:13]=[CH:12][CH:11]=[CH:10][C:9]=3[N:14]=[C:22]2[C:23]2[CH:28]=[CH:27][CH:26]=[CH:25][CH:24]=2)[CH:2]=[CH:3][CH:4]=[CH:5][CH:6]=1. The yield is 0.700. (2) The reactants are [C:1]([O:4][CH2:5][CH2:6][CH:7]([S:12]C(=O)C)[CH2:8][CH2:9][CH2:10][CH3:11])(=[O:3])[CH3:2].CC1C=CC(S([O-])(=O)=O)=CC=1.C[N+]1C=CC=C(C)C=1F.C(N(CC)CC)C.C([O-])(=O)C.C(O)(=S)C. The catalyst is CC(C)=O.C1C=CC=CC=1. The product is [C:1]([O:4][CH2:5][CH2:6][CH:7]([SH:12])[CH2:8][CH2:9][CH2:10][CH3:11])(=[O:3])[CH3:2]. The yield is 0.410.